This data is from Reaction yield outcomes from USPTO patents with 853,638 reactions. The task is: Predict the reaction yield, written as a fraction of the theoretical maximum amount of product (1.0 means a 100% yield; for example, 0.34 means a 34% yield). The reactants are [I:1][C:2]1[CH:3]=[C:4]([N+:9]([O-:11])=[O:10])[C:5](Cl)=[N:6][CH:7]=1.[F-:12].[K+].CN(C=O)C. The catalyst is [Cl-].[Na+].O. The product is [I:1][C:2]1[CH:3]=[C:4]([N+:9]([O-:11])=[O:10])[C:5]([F:12])=[N:6][CH:7]=1. The yield is 0.470.